Dataset: NCI-60 drug combinations with 297,098 pairs across 59 cell lines. Task: Regression. Given two drug SMILES strings and cell line genomic features, predict the synergy score measuring deviation from expected non-interaction effect. (1) Drug 2: CC1C(C(CC(O1)OC2CC(CC3=C2C(=C4C(=C3O)C(=O)C5=C(C4=O)C(=CC=C5)OC)O)(C(=O)CO)O)N)O.Cl. Cell line: UO-31. Drug 1: C1CN(P(=O)(OC1)NCCCl)CCCl. Synergy scores: CSS=43.3, Synergy_ZIP=-4.33, Synergy_Bliss=-1.75, Synergy_Loewe=-9.51, Synergy_HSA=1.60. (2) Drug 1: C1=CC(=CC=C1C#N)C(C2=CC=C(C=C2)C#N)N3C=NC=N3. Drug 2: CC1C(C(CC(O1)OC2CC(CC3=C2C(=C4C(=C3O)C(=O)C5=C(C4=O)C(=CC=C5)OC)O)(C(=O)CO)O)N)O.Cl. Cell line: 786-0. Synergy scores: CSS=37.7, Synergy_ZIP=-0.0845, Synergy_Bliss=2.17, Synergy_Loewe=-6.28, Synergy_HSA=1.09. (3) Drug 1: COC1=CC(=CC(=C1O)OC)C2C3C(COC3=O)C(C4=CC5=C(C=C24)OCO5)OC6C(C(C7C(O6)COC(O7)C8=CC=CS8)O)O. Drug 2: CC1CCC2CC(C(=CC=CC=CC(CC(C(=O)C(C(C(=CC(C(=O)CC(OC(=O)C3CCCCN3C(=O)C(=O)C1(O2)O)C(C)CC4CCC(C(C4)OC)OCCO)C)C)O)OC)C)C)C)OC. Cell line: OVCAR-5. Synergy scores: CSS=21.2, Synergy_ZIP=-5.63, Synergy_Bliss=-1.01, Synergy_Loewe=2.95, Synergy_HSA=3.90. (4) Drug 1: CC1OCC2C(O1)C(C(C(O2)OC3C4COC(=O)C4C(C5=CC6=C(C=C35)OCO6)C7=CC(=C(C(=C7)OC)O)OC)O)O. Drug 2: CNC(=O)C1=NC=CC(=C1)OC2=CC=C(C=C2)NC(=O)NC3=CC(=C(C=C3)Cl)C(F)(F)F. Cell line: EKVX. Synergy scores: CSS=35.9, Synergy_ZIP=-4.66, Synergy_Bliss=-2.76, Synergy_Loewe=-1.27, Synergy_HSA=0.441. (5) Drug 1: CC1=CC=C(C=C1)C2=CC(=NN2C3=CC=C(C=C3)S(=O)(=O)N)C(F)(F)F. Drug 2: COC1=NC(=NC2=C1N=CN2C3C(C(C(O3)CO)O)O)N. Cell line: MOLT-4. Synergy scores: CSS=79.2, Synergy_ZIP=1.07, Synergy_Bliss=1.00, Synergy_Loewe=2.70, Synergy_HSA=5.61. (6) Drug 1: CCC(=C(C1=CC=CC=C1)C2=CC=C(C=C2)OCCN(C)C)C3=CC=CC=C3.C(C(=O)O)C(CC(=O)O)(C(=O)O)O. Drug 2: C1=NC2=C(N1)C(=S)N=CN2. Cell line: MCF7. Synergy scores: CSS=35.9, Synergy_ZIP=-3.83, Synergy_Bliss=1.45, Synergy_Loewe=-11.7, Synergy_HSA=1.53. (7) Drug 1: CC12CCC(CC1=CCC3C2CCC4(C3CC=C4C5=CN=CC=C5)C)O. Drug 2: COC1=NC(=NC2=C1N=CN2C3C(C(C(O3)CO)O)O)N. Cell line: RXF 393. Synergy scores: CSS=14.5, Synergy_ZIP=-1.11, Synergy_Bliss=3.54, Synergy_Loewe=-17.5, Synergy_HSA=4.43. (8) Synergy scores: CSS=-1.60, Synergy_ZIP=2.02, Synergy_Bliss=2.28, Synergy_Loewe=-1.28, Synergy_HSA=-1.06. Drug 2: CN1C(=O)N2C=NC(=C2N=N1)C(=O)N. Drug 1: C1=NC2=C(N=C(N=C2N1C3C(C(C(O3)CO)O)O)F)N. Cell line: NCI-H460.